Dataset: Full USPTO retrosynthesis dataset with 1.9M reactions from patents (1976-2016). Task: Predict the reactants needed to synthesize the given product. (1) Given the product [N:29]([CH2:12][C@@H:13]([NH:21][C:22](=[O:23])[O:24][C:25]([CH3:28])([CH3:27])[CH3:26])[CH2:14][C@H:15]1[CH2:20][CH2:19][CH2:18][O:17][CH2:16]1)=[N+:30]=[N-:31], predict the reactants needed to synthesize it. The reactants are: CC1C=CC(S(O[CH2:12][C@@H:13]([NH:21][C:22]([O:24][C:25]([CH3:28])([CH3:27])[CH3:26])=[O:23])[CH2:14][C@H:15]2[CH2:20][CH2:19][CH2:18][O:17][CH2:16]2)(=O)=O)=CC=1.[N-:29]=[N+:30]=[N-:31].[Na+]. (2) Given the product [CH2:35]([O:34][C:24]1[CH:23]=[C:22]([O:17][CH2:16][CH2:15][CH2:14][CH2:13][C:11]2[C:10]([O:18][CH2:19][CH3:20])=[N:9][NH:8][CH:12]=2)[CH:27]=[CH:26][C:25]=1[CH2:28][CH2:29][C:30]([O:32][CH3:33])=[O:31])[CH3:36], predict the reactants needed to synthesize it. The reactants are: C([N:8]1[CH:12]=[C:11]([CH2:13][CH2:14][CH2:15][CH2:16][OH:17])[C:10]([O:18][CH2:19][CH3:20])=[N:9]1)C1C=CC=CC=1.O[C:22]1[CH:27]=[CH:26][C:25]([CH2:28][CH2:29][C:30]([O:32][CH3:33])=[O:31])=[C:24]([O:34][CH2:35][CH3:36])[CH:23]=1.C(P(CCCC)CCCC)CCC.N(C(N1CCCCC1)=O)=NC(N1CCCCC1)=O. (3) Given the product [CH3:34][N:30]1[C:29]2[C:35]([CH3:37])=[CH:36][C:26]([C:24]([C:22]3[CH:21]=[C:20]([O:38][CH3:39])[N:19]=[C:18]([N:1]4[CH2:2][CH2:3][CH:4]([N:7]5[C:15]6[C:10](=[N:11][CH:12]=[CH:13][CH:14]=6)[NH:9][C:8]5=[O:16])[CH2:5][CH2:6]4)[CH:23]=3)=[O:25])=[CH:27][C:28]=2[O:32][C:31]1=[O:33], predict the reactants needed to synthesize it. The reactants are: [NH:1]1[CH2:6][CH2:5][CH:4]([N:7]2[C:15]3[C:10](=[N:11][CH:12]=[CH:13][CH:14]=3)[NH:9][C:8]2=[O:16])[CH2:3][CH2:2]1.Cl[C:18]1[CH:23]=[C:22]([C:24]([C:26]2[CH:36]=[C:35]([CH3:37])[C:29]3[N:30]([CH3:34])[C:31](=[O:33])[O:32][C:28]=3[CH:27]=2)=[O:25])[CH:21]=[C:20]([O:38][CH3:39])[N:19]=1. (4) Given the product [CH3:14][C:9]1([C:6]2[N:7]=[CH:8][C:3]([OH:2])=[CH:4][CH:5]=2)[CH2:10][CH2:11][CH2:12][CH2:13]1, predict the reactants needed to synthesize it. The reactants are: C[O:2][C:3]1[CH:4]=[CH:5][C:6]([C:9]2([CH3:14])[CH2:13][CH2:12][CH2:11][CH2:10]2)=[N:7][CH:8]=1.C([S-])C.[Na+]. (5) The reactants are: [CH3:1][O:2][C:3]1[C:10]([O:11]C)=[CH:9][C:6]([CH:7]=[O:8])=[C:5]([Cl:13])[CH:4]=1.S(=O)(=O)(O)O.[OH-].[Na+]. Given the product [Cl:13][C:5]1[CH:4]=[C:3]([O:2][CH3:1])[C:10]([OH:11])=[CH:9][C:6]=1[CH:7]=[O:8], predict the reactants needed to synthesize it. (6) Given the product [OH:42][C:26]1[CH:28]=[C:29]([N+:32]([O-:34])=[O:33])[CH:30]=[CH:31][C:25]=1[NH:37][C:17]([C:15]1[CH:14]=[CH:13][C:5]2[N:6]([CH:7]3[CH2:8][CH2:9][O:10][CH2:11][CH2:12]3)[C:2]([CH3:1])=[N:3][C:4]=2[CH:16]=1)=[O:19], predict the reactants needed to synthesize it. The reactants are: [CH3:1][C:2]1[N:6]([CH:7]2[CH2:12][CH2:11][O:10][CH2:9][CH2:8]2)[C:5]2[CH:13]=[CH:14][C:15]([C:17]([OH:19])=O)=[CH:16][C:4]=2[N:3]=1.S(Cl)(Cl)=O.O[C:25]1[CH:31]=[CH:30][C:29]([N+:32]([O-:34])=[O:33])=[CH:28][C:26]=1N.C([N:37](CC)CC)C.[OH2:42]. (7) Given the product [C:2]([C:3]1[CH:4]=[CH:5][C:6]([C:7]([NH:9][C:10]2[S:11][C:12]3[CH:18]=[C:17]([O:19][CH3:20])[CH:16]=[CH:15][C:13]=3[N:14]=2)=[O:8])=[CH:21][CH:22]=1)(=[O:1])[C:23]1[CH:24]=[CH:25][N:26]=[CH:27][CH:28]=1, predict the reactants needed to synthesize it. The reactants are: [OH:1][CH:2]([C:23]1[CH:28]=[CH:27][N:26]=[CH:25][CH:24]=1)[C:3]1[CH:22]=[CH:21][C:6]([C:7]([NH:9][C:10]2[S:11][C:12]3[CH:18]=[C:17]([O:19][CH3:20])[CH:16]=[CH:15][C:13]=3[N:14]=2)=[O:8])=[CH:5][CH:4]=1.